From a dataset of Full USPTO retrosynthesis dataset with 1.9M reactions from patents (1976-2016). Predict the reactants needed to synthesize the given product. (1) Given the product [CH2:10]([N:12]([CH2:16][CH2:17][O:1][C:2]1[CH:9]=[CH:8][C:5]([CH:6]=[O:7])=[CH:4][CH:3]=1)[CH2:13][CH3:14])[CH3:11], predict the reactants needed to synthesize it. The reactants are: [OH:1][C:2]1[CH:9]=[CH:8][C:5]([CH:6]=[O:7])=[CH:4][CH:3]=1.[CH2:10]([N:12]([CH2:16][CH3:17])[CH2:13][CH2:14]Cl)[CH3:11].C(=O)([O-])[O-].[K+].[K+]. (2) Given the product [CH2:47]([O:49][CH2:50][CH2:51][NH:52][CH2:37][C:39]1[S:43][C:42]([B:44]([OH:46])[OH:45])=[CH:41][CH:40]=1)[CH3:48], predict the reactants needed to synthesize it. The reactants are: C(C(CC)CNCC1SC(C2C=C3C(=C(C(N)=O)C=2)NC=C3C2CCN(S(CC)(=O)=O)CC2)=CC=1)C.[CH:37]([C:39]1[S:43][C:42]([B:44]([OH:46])[OH:45])=[CH:41][CH:40]=1)=O.[CH2:47]([O:49][CH2:50][CH2:51][NH2:52])[CH3:48].[BH3-]C#N.[Na+]. (3) Given the product [O:21]1[CH2:22][CH2:23][N:18]([C:2]2[C:10]3[CH:9]=[C:8]([C:11]([O:13][CH3:14])=[O:12])[S:7][C:6]=3[CH:5]=[CH:4][C:3]=2[N+:15]([O-:17])=[O:16])[CH2:19][CH2:20]1, predict the reactants needed to synthesize it. The reactants are: F[C:2]1[C:10]2[CH:9]=[C:8]([C:11]([O:13][CH3:14])=[O:12])[S:7][C:6]=2[CH:5]=[CH:4][C:3]=1[N+:15]([O-:17])=[O:16].[NH:18]1[CH2:23][CH2:22][O:21][CH2:20][CH2:19]1.C([O-])([O-])=O.[K+].[K+]. (4) Given the product [N:1]([CH2:14][C:12]([C:9]1[CH:10]=[CH:11][C:6]([Cl:5])=[CH:7][CH:8]=1)([C:15]1[CH:16]=[CH:17][C:18]([I:21])=[CH:19][CH:20]=1)[OH:13])=[N+:2]=[N-:3], predict the reactants needed to synthesize it. The reactants are: [N-:1]=[N+:2]=[N-:3].[Na+].[Cl:5][C:6]1[CH:11]=[CH:10][C:9]([C:12]2([C:15]3[CH:20]=[CH:19][C:18]([I:21])=[CH:17][CH:16]=3)[CH2:14][O:13]2)=[CH:8][CH:7]=1. (5) Given the product [CH3:22][O:21][C:18]1[CH:19]=[CH:20][C:15]([C:13]2[CH:12]=[CH:11][C:10](=[O:23])[N:9]([CH2:8][C:5]3[CH:6]=[N:7][C:2]([C:38]#[C:37][Si:34]([CH3:36])([CH3:35])[CH3:33])=[CH:3][CH:4]=3)[CH:14]=2)=[CH:16][CH:17]=1, predict the reactants needed to synthesize it. The reactants are: I[C:2]1[N:7]=[CH:6][C:5]([CH2:8][N:9]2[CH:14]=[C:13]([C:15]3[CH:20]=[CH:19][C:18]([O:21][CH3:22])=[CH:17][CH:16]=3)[CH:12]=[CH:11][C:10]2=[O:23])=[CH:4][CH:3]=1.C(N(C(C)C)C(C)C)C.[CH3:33][Si:34]([C:37]#[CH:38])([CH3:36])[CH3:35]. (6) Given the product [Cl-:16].[CH2:1]([O:8][C:9]1[CH:14]=[CH:13][C:12]([CH2:15][P+:23]([C:24]2[CH:25]=[CH:26][CH:27]=[CH:28][CH:29]=2)([C:30]2[CH:35]=[CH:34][CH:33]=[CH:32][CH:31]=2)[C:17]2[CH:18]=[CH:19][CH:20]=[CH:21][CH:22]=2)=[CH:11][CH:10]=1)[C:2]1[CH:7]=[CH:6][CH:5]=[CH:4][CH:3]=1, predict the reactants needed to synthesize it. The reactants are: [CH2:1]([O:8][C:9]1[CH:14]=[CH:13][C:12]([CH2:15][Cl:16])=[CH:11][CH:10]=1)[C:2]1[CH:7]=[CH:6][CH:5]=[CH:4][CH:3]=1.[C:17]1([P:23]([C:30]2[CH:35]=[CH:34][CH:33]=[CH:32][CH:31]=2)[C:24]2[CH:29]=[CH:28][CH:27]=[CH:26][CH:25]=2)[CH:22]=[CH:21][CH:20]=[CH:19][CH:18]=1. (7) Given the product [Cl:11][C:8]1[C:9]([CH3:10])=[C:2]([Cl:1])[C:3]2[O:12][CH:15]([C:14]([F:13])([F:23])[F:22])[C:16]([C:17]([O:19][CH2:20][CH3:21])=[O:18])=[CH:5][C:4]=2[CH:7]=1, predict the reactants needed to synthesize it. The reactants are: [Cl:1][C:2]1[C:9]([CH3:10])=[C:8]([Cl:11])[CH:7]=[C:4]([CH:5]=O)[C:3]=1[OH:12].[F:13][C:14]([F:23])([F:22])/[CH:15]=[CH:16]/[C:17]([O:19][CH2:20][CH3:21])=[O:18].C(N(CC)CC)C.